The task is: Predict the reaction yield, written as a fraction of the theoretical maximum amount of product (1.0 means a 100% yield; for example, 0.34 means a 34% yield).. This data is from Reaction yield outcomes from USPTO patents with 853,638 reactions. (1) The reactants are [Cl:1][C:2]1[CH:3]=[C:4]2[C:9](=[C:10]([C:12]#[C:13][C:14]3[CH:19]=[CH:18][CH:17]=[CH:16][C:15]=3[F:20])[CH:11]=1)[O:8][CH:7]([C:21]([F:24])([F:23])[F:22])[C:6]([C:25]([OH:27])=[O:26])=[CH:5]2.[OH-].[Na+:29]. The catalyst is C(O)C. The product is [Cl:1][C:2]1[CH:3]=[C:4]2[C:9](=[C:10]([C:12]#[C:13][C:14]3[CH:19]=[CH:18][CH:17]=[CH:16][C:15]=3[F:20])[CH:11]=1)[O:8][CH:7]([C:21]([F:23])([F:24])[F:22])[C:6]([C:25]([O-:27])=[O:26])=[CH:5]2.[Na+:29]. The yield is 1.00. (2) The reactants are [OH:1][C:2]1[CH:3]=[C:4]([CH2:8][C:9]([OH:11])=[O:10])[CH:5]=[CH:6][CH:7]=1.OS(O)(=O)=O.[CH3:17]O. No catalyst specified. The product is [CH3:17][O:10][C:9](=[O:11])[CH2:8][C:4]1[CH:5]=[CH:6][CH:7]=[C:2]([OH:1])[CH:3]=1. The yield is 0.990. (3) The reactants are [O:1]=[C:2]1[C:10]2([C:22]3[C:13](=[CH:14][C:15]4[O:20][CH2:19][CH2:18][O:17][C:16]=4[CH:21]=3)[O:12][CH2:11]2)[C:9]2[C:4](=[CH:5][CH:6]=[CH:7][CH:8]=2)[N:3]1[CH2:23][C:24]1[CH:36]=[CH:35][C:27]([O:28][CH2:29][C:30](OCC)=[O:31])=[CH:26][CH:25]=1.[BH4-].[Li+].C(O)(=O)CC(CC(O)=O)(C(O)=O)O. The catalyst is COCCOC. The product is [OH:31][CH2:30][CH2:29][O:28][C:27]1[CH:26]=[CH:25][C:24]([CH2:23][N:3]2[C:4]3[C:9](=[CH:8][CH:7]=[CH:6][CH:5]=3)[C:10]3([C:22]4[C:13](=[CH:14][C:15]5[O:20][CH2:19][CH2:18][O:17][C:16]=5[CH:21]=4)[O:12][CH2:11]3)[C:2]2=[O:1])=[CH:36][CH:35]=1. The yield is 0.630. (4) The reactants are Cl.[O:2]([C:9]1[N:13]=[C:12]([C@H:14]2[CH2:19][CH2:18][CH2:17][NH:16][CH2:15]2)[O:11][N:10]=1)[C:3]1[CH:8]=[CH:7][CH:6]=[CH:5][CH:4]=1.[F:20][C:21]1[CH:29]=[CH:28][C:24]([C:25](O)=[O:26])=[CH:23][N:22]=1.C1C=NC2N(O)N=NC=2C=1.CCN=C=NCCCN(C)C.Cl.C(N(CC)CC)C. The catalyst is C(Cl)Cl.O. The product is [F:20][C:21]1[N:22]=[CH:23][C:24]([C:25]([N:16]2[CH2:17][CH2:18][CH2:19][C@H:14]([C:12]3[O:11][N:10]=[C:9]([O:2][C:3]4[CH:4]=[CH:5][CH:6]=[CH:7][CH:8]=4)[N:13]=3)[CH2:15]2)=[O:26])=[CH:28][CH:29]=1. The yield is 0.340. (5) The reactants are CC1C=C(C)C=C(C)C=1S(ON)(=O)=O.FC(F)(F)C(OC(C(F)(F)F)C(F)(F)F)C(F)(F)F.[Na].[F:35][C:36]([F:45])([F:44])[CH:37]([O:42][NH2:43])[C:38]([F:41])([F:40])[F:39].Cl.[Cl:47][C:48]1[CH:60]=[C:59]([O:61][CH2:62][CH:63]=[C:64]([Cl:66])[Cl:65])[CH:58]=[C:57]([Cl:67])[C:49]=1[O:50][CH2:51][CH2:52][CH2:53][CH2:54][CH:55]=O. The catalyst is C(OCC)C. The product is [F:35][C:36]([F:44])([F:45])[CH:37]([O:42][N:43]=[CH:55][CH2:54][CH2:53][CH2:52][CH2:51][O:50][C:49]1[C:57]([Cl:67])=[CH:58][C:59]([O:61][CH2:62][CH:63]=[C:64]([Cl:66])[Cl:65])=[CH:60][C:48]=1[Cl:47])[C:38]([F:40])([F:39])[F:41]. The yield is 0.500. (6) The reactants are [CH:1]1[CH:9]=[CH:8][C:7]2[CH2:10][CH2:11][N:5]3[C:6]=2[C:2]=1[C@H:3]1[CH2:15][NH:14][CH2:13][CH2:12][C@H:4]13.Cl[CH2:17][CH2:18][CH2:19][C:20]([C:22]1[CH:27]=[CH:26][C:25]([F:28])=[CH:24][CH:23]=1)=[O:21].C(N(CC)CC)C.O1CCOCC1. The catalyst is C1(C)C=CC=CC=1. The product is [CH:1]1[CH:9]=[CH:8][C:7]2[CH2:10][CH2:11][N:5]3[C:6]=2[C:2]=1[C@H:3]1[CH2:15][N:14]([CH2:17][CH2:18][CH2:19][C:20]([C:22]2[CH:23]=[CH:24][C:25]([F:28])=[CH:26][CH:27]=2)=[O:21])[CH2:13][CH2:12][C@H:4]13. The yield is 0.650. (7) The reactants are [CH:1]([S:3]([N:6]1[CH2:11][CH2:10][N:9]([C:12]([O:14][CH2:15][C:16]2[CH:21]=[CH:20][CH:19]=[CH:18][CH:17]=2)=[O:13])[CH2:8][CH2:7]1)(=[O:5])=[O:4])=[CH2:2].[CH3:22][NH:23][CH3:24]. The catalyst is C1COCC1.O. The product is [CH3:22][N:23]([CH3:24])[CH2:2][CH2:1][S:3]([N:6]1[CH2:11][CH2:10][N:9]([C:12]([O:14][CH2:15][C:16]2[CH:21]=[CH:20][CH:19]=[CH:18][CH:17]=2)=[O:13])[CH2:8][CH2:7]1)(=[O:5])=[O:4]. The yield is 0.870. (8) The reactants are FC(F)(F)S(O[C:7]1[C:12]2[O:13][CH:14]([CH2:17][O:18][S:19]([C:22]3[CH:27]=[CH:26][C:25]([CH3:28])=[CH:24][CH:23]=3)(=[O:21])=[O:20])[CH2:15][O:16][C:11]=2[CH:10]=[CH:9][CH:8]=1)(=O)=O.[CH3:31][C:32]1[C:37]([CH3:38])=[CH:36][CH:35]=[CH:34][C:33]=1B(O)O. No catalyst specified. The product is [CH3:31][C:32]1[C:37]([CH3:38])=[CH:36][CH:35]=[CH:34][C:33]=1[C:7]1[C:12]2[O:13][CH:14]([CH2:17][O:18][S:19]([C:22]3[CH:23]=[CH:24][C:25]([CH3:28])=[CH:26][CH:27]=3)(=[O:20])=[O:21])[CH2:15][O:16][C:11]=2[CH:10]=[CH:9][CH:8]=1. The yield is 0.870. (9) The reactants are [CH2:1]([CH:8]([C:11]#[N:12])[C:9]#[N:10])[C:2]1[CH:7]=[CH:6][CH:5]=[CH:4][CH:3]=1.C(=O)([O-])[O-].[Cs+].[Cs+].FC(F)(F)S(O[CH2:25][C:26]([F:29])([F:28])[F:27])(=O)=O. The catalyst is CN(C)C=O. The product is [CH2:1]([C:8]([CH2:25][C:26]([F:29])([F:28])[F:27])([C:9]#[N:10])[C:11]#[N:12])[C:2]1[CH:7]=[CH:6][CH:5]=[CH:4][CH:3]=1. The yield is 0.400.